This data is from NCI-60 drug combinations with 297,098 pairs across 59 cell lines. The task is: Regression. Given two drug SMILES strings and cell line genomic features, predict the synergy score measuring deviation from expected non-interaction effect. Drug 1: CCC1=CC2CC(C3=C(CN(C2)C1)C4=CC=CC=C4N3)(C5=C(C=C6C(=C5)C78CCN9C7C(C=CC9)(C(C(C8N6C)(C(=O)OC)O)OC(=O)C)CC)OC)C(=O)OC. Drug 2: CNC(=O)C1=NC=CC(=C1)OC2=CC=C(C=C2)NC(=O)NC3=CC(=C(C=C3)Cl)C(F)(F)F. Cell line: UACC62. Synergy scores: CSS=31.1, Synergy_ZIP=-12.3, Synergy_Bliss=-23.2, Synergy_Loewe=-22.6, Synergy_HSA=-18.4.